This data is from Full USPTO retrosynthesis dataset with 1.9M reactions from patents (1976-2016). The task is: Predict the reactants needed to synthesize the given product. (1) Given the product [Br:1][C:2]1[O:3][C:4]([C:11]([Cl:17])=[O:13])=[C:5]([C:7]([F:10])([F:9])[F:8])[N:6]=1, predict the reactants needed to synthesize it. The reactants are: [Br:1][C:2]1[O:3][C:4]([C:11]([OH:13])=O)=[C:5]([C:7]([F:10])([F:9])[F:8])[N:6]=1.C(Cl)(=O)C([Cl:17])=O.CN(C=O)C. (2) The reactants are: [NH:1]1[CH2:6][CH2:5][CH:4]([CH:7]2[CH2:12][CH2:11][CH2:10][CH2:9][N:8]2[C:13]2[CH:14]=[CH:15][C:16]3[NH:20][C:19](C4C5C(=CC=C(N)C=5)NN=4)=[N:18][C:17]=3[CH:31]=2)[CH2:3][CH2:2]1.[N-:32]=C=S.[CH:35]1[CH:40]=CC=[CH:37][CH:36]=1.CCN=C=[N:45][CH2:46][CH2:47][CH2:48][N:49](C)C.Cl.CN1CCNCC1. Given the product [NH:1]1[CH2:6][CH2:5][CH:4]([CH:7]2[CH2:12][CH2:11][CH2:10][CH2:9][N:8]2[C:13]2[CH:14]=[CH:15][C:16]3[NH:20][C:19]([NH:32][C:36]4[CH:37]=[C:47]5[C:46](=[CH:40][CH:35]=4)[NH:45][N:49]=[CH:48]5)=[N:18][C:17]=3[CH:31]=2)[CH2:3][CH2:2]1, predict the reactants needed to synthesize it. (3) Given the product [CH3:46][C:10]1[CH:11]=[C:12]([C:13]2[CH:14]=[CH:15][C:16]3[N:17]([C:19]([C:40]4[CH:45]=[CH:44][CH:43]=[CH:42][CH:41]=4)=[C:20]([C:22]4[CH:23]=[CH:24][C:25]([C:28]5([NH2:32])[CH2:29][CH2:30][CH2:31]5)=[CH:26][CH:27]=4)[N:21]=3)[CH:18]=2)[NH:8][N:9]=1, predict the reactants needed to synthesize it. The reactants are: C(OC([N:8]1[C:12]([C:13]2[CH:14]=[CH:15][C:16]3[N:17]([C:19]([C:40]4[CH:45]=[CH:44][CH:43]=[CH:42][CH:41]=4)=[C:20]([C:22]4[CH:27]=[CH:26][C:25]([C:28]5([NH:32]C(OC(C)(C)C)=O)[CH2:31][CH2:30][CH2:29]5)=[CH:24][CH:23]=4)[N:21]=3)[CH:18]=2)=[CH:11][C:10]([CH3:46])=[N:9]1)=O)(C)(C)C.Cl.[OH-].[Na+].